Predict the reaction yield, written as a fraction of the theoretical maximum amount of product (1.0 means a 100% yield; for example, 0.34 means a 34% yield). From a dataset of Reaction yield outcomes from USPTO patents with 853,638 reactions. (1) The reactants are [OH:1][CH:2]([C:6]1[CH:11]=[CH:10][C:9]([C:12]2[N:16]=[C:15]([C:17]3[O:21][N:20]=[C:19]([C:22]4[CH:27]=[CH:26][CH:25]=[CH:24][CH:23]=4)[C:18]=3[C:28]([F:31])([F:30])[F:29])[O:14][N:13]=2)=[CH:8][CH:7]=1)[C:3](O)=[O:4].C[N:33]1[CH2:38][CH2:37][O:36][CH2:35]C1.F[P-](F)(F)(F)(F)F.[N:46]1(O[P+](N(C)C)(N(C)C)N(C)C)[C:50]2C=CC=CC=2N=N1. The catalyst is CN(C=O)C. The product is [OH:1][CH:2]([C:6]1[CH:11]=[CH:10][C:9]([C:12]2[N:16]=[C:15]([C:17]3[O:21][N:20]=[C:19]([C:22]4[CH:23]=[CH:24][CH:25]=[CH:26][CH:27]=4)[C:18]=3[C:28]([F:31])([F:30])[F:29])[O:14][N:13]=2)=[CH:8][CH:7]=1)[C:3]([NH:46][CH2:50][C:37]1[O:36][CH:35]=[N:33][CH:38]=1)=[O:4]. The yield is 0.388. (2) The reactants are [CH3:1][O-].[Na+].Cl[CH2:5][CH2:6][CH2:7][C:8]([NH:10][C:11]1[CH:16]=[C:15]([O:17][C:18]2[C:19]([NH2:25])=[N:20][C:21](N)=[N:22][CH:23]=2)[C:14]([CH:26]([CH3:28])[CH3:27])=[CH:13][C:12]=1[O:29][CH3:30])=[O:9]. The catalyst is CO. The product is [NH2:25][C:19]1[C:18]([O:17][C:15]2[C:14]([CH:26]([CH3:28])[CH3:27])=[CH:13][C:12]([O:29][CH3:30])=[C:11]([N:10]3[CH2:5][CH2:6][CH2:7][C:8]3=[O:9])[CH:16]=2)=[CH:23][N:22]=[C:21]([CH3:1])[N:20]=1. The yield is 0.470.